From a dataset of Catalyst prediction with 721,799 reactions and 888 catalyst types from USPTO. Predict which catalyst facilitates the given reaction. Reactant: [N:1]([C@H:4]1[CH:8]([F:9])[CH2:7][N:6]([C@H:10]([C:15]2[CH:16]=[CH:17][C:18]([Cl:21])=[N:19][CH:20]=2)[C:11]([F:14])([F:13])[F:12])[CH2:5]1)=[N+]=[N-].C1(P(C2C=CC=CC=2)C2C=CC=CC=2)C=CC=CC=1.CCN(C(C)C)C(C)C.[CH3:50][C:51]([O:54][C:55](O[C:55]([O:54][C:51]([CH3:53])([CH3:52])[CH3:50])=[O:56])=[O:56])([CH3:53])[CH3:52]. Product: [Cl:21][C:18]1[N:19]=[CH:20][C:15]([C@@H:10]([N:6]2[CH2:7][CH:8]([F:9])[C@H:4]([NH:1][C:55](=[O:56])[O:54][C:51]([CH3:53])([CH3:52])[CH3:50])[CH2:5]2)[C:11]([F:14])([F:13])[F:12])=[CH:16][CH:17]=1. The catalyst class is: 1.